This data is from Catalyst prediction with 721,799 reactions and 888 catalyst types from USPTO. The task is: Predict which catalyst facilitates the given reaction. Reactant: C([N:4]1[CH:8]=[C:7]([C:9]([O:11][CH2:12][CH3:13])=[O:10])[C:6]([OH:14])=[N:5]1)(=O)C.[C:15](=O)([O-])[O-].[K+].[K+].S(OC)(OC)(=O)=O. Product: [CH3:15][O:14][C:6]1[C:7]([C:9]([O:11][CH2:12][CH3:13])=[O:10])=[CH:8][NH:4][N:5]=1. The catalyst class is: 3.